Predict the product of the given reaction. From a dataset of Forward reaction prediction with 1.9M reactions from USPTO patents (1976-2016). Given the reactants [CH3:1][C:2]1[C:6]([C:7]2[CH:16]=[C:15]3[C:10]([C:11]([NH:20][CH2:21][C:22]4[CH:27]=[CH:26][CH:25]=[CH:24][N:23]=4)=[C:12]([N+:17]([O-])=O)[CH:13]=[N:14]3)=[CH:9][C:8]=2[O:28][CH3:29])=[C:5]([CH3:30])[O:4][N:3]=1.O.O.Cl[Sn]Cl, predict the reaction product. The product is: [CH3:1][C:2]1[C:6]([C:7]2[CH:16]=[C:15]3[C:10]([C:11]([NH:20][CH2:21][C:22]4[CH:27]=[CH:26][CH:25]=[CH:24][N:23]=4)=[C:12]([NH2:17])[CH:13]=[N:14]3)=[CH:9][C:8]=2[O:28][CH3:29])=[C:5]([CH3:30])[O:4][N:3]=1.